Dataset: Reaction yield outcomes from USPTO patents with 853,638 reactions. Task: Predict the reaction yield, written as a fraction of the theoretical maximum amount of product (1.0 means a 100% yield; for example, 0.34 means a 34% yield). (1) The reactants are Cl[CH2:2][CH2:3][CH2:4][CH2:5][N:6]1[C:10]2[CH:11]=[CH:12][CH:13]=[CH:14][C:9]=2[N:8]=[N:7]1.[N:15]1[CH:20]=[CH:19][CH:18]=[N:17][C:16]=1[N:21]1[CH2:26][CH2:25][NH:24][CH2:23][CH2:22]1.C(N(C(C)C)CC)(C)C.[I-].[K+]. The catalyst is C(#N)C. The product is [N:15]1[CH:20]=[CH:19][CH:18]=[N:17][C:16]=1[N:21]1[CH2:26][CH2:25][N:24]([CH2:2][CH2:3][CH2:4][CH2:5][N:6]2[C:10]3[CH:11]=[CH:12][CH:13]=[CH:14][C:9]=3[N:8]=[N:7]2)[CH2:23][CH2:22]1. The yield is 0.671. (2) The reactants are [Cl:1][C:2]1[N:7]=[C:6]2[N:8]([CH3:11])[N:9]=[CH:10][C:5]2=[C:4]([C:12]([O:14][CH2:15][CH3:16])=C)[N:3]=1.[Mn]([O-])(=O)(=O)=[O:18].[K+]. No catalyst specified. The product is [Cl:1][C:2]1[N:7]=[C:6]2[N:8]([CH3:11])[N:9]=[CH:10][C:5]2=[C:4]([C:12]([O:14][CH2:15][CH3:16])=[O:18])[N:3]=1. The yield is 0.460. (3) The yield is 0.830. The reactants are [Cl:1][C:2]1[CH:7]=[CH:6][C:5]([N:8]=[C:9]=[O:10])=[CH:4][C:3]=1[C:11]([F:14])([F:13])[F:12].C1(C)C=CC=CC=1.CO.C(Cl)(=O)C.[NH2:28][C:29]1[CH:45]=[CH:44][C:32]([O:33][C:34]2[CH:39]=[CH:38][N:37]=[C:36]([C:40]([NH:42][CH3:43])=[O:41])[CH:35]=2)=[CH:31][C:30]=1[F:46]. The product is [OH2:10].[Cl:1][C:2]1[CH:7]=[CH:6][C:5]([NH:8][C:9]([NH:28][C:29]2[CH:45]=[CH:44][C:32]([O:33][C:34]3[CH:39]=[CH:38][N:37]=[C:36]([C:40]([NH:42][CH3:43])=[O:41])[CH:35]=3)=[CH:31][C:30]=2[F:46])=[O:10])=[CH:4][C:3]=1[C:11]([F:12])([F:13])[F:14]. The catalyst is O1CCCC1. (4) The reactants are [CH:1]1[C:2]2[CH:15]=[CH:14][CH:13]=[C:12]([OH:16])[C:10](=[O:11])[C:3]=2[C:4]([OH:9])=[C:5](O)[C:6]=1O.[C:17]([O-:20])([O-])=O.[K+].[K+].I[CH3:24].CN([CH:28]=[O:29])C. No catalyst specified. The product is [OH:9][C:4]1[C:3]2[C:10](=[O:11])[C:12]([O:16][CH3:24])=[CH:13][CH:14]=[CH:15][C:2]=2[CH:1]=[C:6]([O:29][CH3:28])[C:5]=1[O:20][CH3:17]. The yield is 0.700. (5) The reactants are N[CH2:2][CH2:3][CH2:4][C:5]1([C:22]2[CH:27]=[CH:26][CH:25]=[CH:24][CH:23]=2)[N:9]([C:10](=[O:14])[CH:11]([CH3:13])[CH3:12])[N:8]=[C:7]([C:15]2[CH:20]=[CH:19][CH:18]=[C:17]([F:21])[CH:16]=2)[S:6]1.[CH2:28]=O.[C:30]([BH3-])#[N:31].[Na+]. The catalyst is CO.[Na+].[Cl-]. The product is [CH3:28][N:31]([CH3:30])[CH2:2][CH2:3][CH2:4][C:5]1([C:22]2[CH:27]=[CH:26][CH:25]=[CH:24][CH:23]=2)[N:9]([C:10](=[O:14])[CH:11]([CH3:13])[CH3:12])[N:8]=[C:7]([C:15]2[CH:20]=[CH:19][CH:18]=[C:17]([F:21])[CH:16]=2)[S:6]1. The yield is 0.300. (6) The reactants are [CH3:1][O:2][C:3](=[O:22])[C:4]1[CH:9]=[C:8]([N+:10]([O-])=O)[C:7]([NH2:13])=[C:6]([F:14])[C:5]=1[NH:15][C:16]1[CH:21]=[CH:20][CH:19]=[CH:18][CH:17]=1.[CH:23](O)=O. The yield is 0.860. The catalyst is C(O)C.[OH-].[OH-].[Pd+2]. The product is [CH3:1][O:2][C:3]([C:4]1[C:5]([NH:15][C:16]2[CH:21]=[CH:20][CH:19]=[CH:18][CH:17]=2)=[C:6]([F:14])[C:7]2[N:13]=[CH:23][NH:10][C:8]=2[CH:9]=1)=[O:22].